This data is from Full USPTO retrosynthesis dataset with 1.9M reactions from patents (1976-2016). The task is: Predict the reactants needed to synthesize the given product. (1) Given the product [S:11]([C:15]1[CH:16]=[CH:17][C:18]([NH:21][N:22]=[CH:6][C:5]2[CH:8]=[CH:9][C:2]([F:1])=[CH:3][CH:4]=2)=[CH:19][CH:20]=1)(=[O:14])(=[O:13])[NH2:12], predict the reactants needed to synthesize it. The reactants are: [F:1][C:2]1[CH:9]=[CH:8][C:5]([CH:6]=O)=[CH:4][CH:3]=1.Cl.[S:11]([C:15]1[CH:20]=[CH:19][C:18]([NH:21][NH2:22])=[CH:17][CH:16]=1)(=[O:14])(=[O:13])[NH2:12]. (2) Given the product [NH:9]1[CH2:14][CH2:13][CH:12]([C:15]2[CH:20]=[CH:19][CH:18]=[CH:17][C:16]=2[S:21][C:22]2[C:30]3[C:25](=[CH:26][CH:27]=[CH:28][CH:29]=3)[NH:24][CH:23]=2)[CH2:11][CH2:10]1, predict the reactants needed to synthesize it. The reactants are: Cl.C(OC([N:9]1[CH2:14][CH2:13][CH:12]([C:15]2[CH:20]=[CH:19][CH:18]=[CH:17][C:16]=2[S:21][C:22]2[C:30]3[C:25](=[CH:26][CH:27]=[CH:28][CH:29]=3)[NH:24][CH:23]=2)[CH2:11][CH2:10]1)=O)(C)(C)C.C([O-])(O)=O.[Na+]. (3) Given the product [C:1]([C:5]1[CH:6]=[C:7]([NH:16][C:17](=[O:66])[NH:18][C:19]2[C:28]3[C:23](=[CH:24][CH:25]=[CH:26][CH:27]=3)[C:22]([O:29][C:30]3[CH:35]=[CH:34][N:33]=[C:32]([NH:36][C:37]4[CH:38]=[C:39]([CH:51]=[C:52]([C:54]#[CH:55])[CH:53]=4)[C:40]([NH:42][CH2:43][CH2:44][N:45]4[CH2:50][CH2:49][O:48][CH2:47][CH2:46]4)=[O:41])[CH:31]=3)=[CH:21][CH:20]=2)[CH:8]=[C:9]([NH:11][S:12]([CH3:15])(=[O:14])=[O:13])[CH:10]=1)([CH3:4])([CH3:3])[CH3:2], predict the reactants needed to synthesize it. The reactants are: [C:1]([C:5]1[CH:6]=[C:7]([NH:16][C:17](=[O:66])[NH:18][C:19]2[C:28]3[C:23](=[CH:24][CH:25]=[CH:26][CH:27]=3)[C:22]([O:29][C:30]3[CH:35]=[CH:34][N:33]=[C:32]([NH:36][C:37]4[CH:38]=[C:39]([CH:51]=[C:52]([C:54]#[C:55][Si](C(C)C)(C(C)C)C(C)C)[CH:53]=4)[C:40]([NH:42][CH2:43][CH2:44][N:45]4[CH2:50][CH2:49][O:48][CH2:47][CH2:46]4)=[O:41])[CH:31]=3)=[CH:21][CH:20]=2)[CH:8]=[C:9]([NH:11][S:12]([CH3:15])(=[O:14])=[O:13])[CH:10]=1)([CH3:4])([CH3:3])[CH3:2]. (4) Given the product [F:22][C:21]([F:24])([F:23])[C:3]([C:5]1[CH:10]=[N:9][CH:8]=[CH:7][N:6]=1)=[O:4], predict the reactants needed to synthesize it. The reactants are: CO[C:3]([C:5]1[CH:10]=[N:9][CH:8]=[CH:7][N:6]=1)=[O:4].C(COC)OC.C[Si]([C:21]([F:24])([F:23])[F:22])(C)C.[F-].[Cs+]. (5) Given the product [CH:31]1[C:30]2[CH:29]([CH2:28][O:27][C:25](=[O:26])[NH:24][C@H:16]([C:17]([OH:19])=[O:18])[CH2:15][S:14][CH2:13][C@H:12]([O:42][C:43](=[O:51])[CH2:44][CH2:45][CH2:46][CH2:47][CH2:48][CH2:49][CH3:50])[CH2:11][O:10][C:1](=[O:9])[CH2:2][CH2:3][CH2:4][CH2:5][CH2:6][CH2:7][CH3:8])[C:41]3[C:36](=[CH:37][CH:38]=[CH:39][CH:40]=3)[C:35]=2[CH:34]=[CH:33][CH:32]=1, predict the reactants needed to synthesize it. The reactants are: [C:1]([O:10][CH2:11][C@@H:12]([O:42][C:43](=[O:51])[CH2:44][CH2:45][CH2:46][CH2:47][CH2:48][CH2:49][CH3:50])[CH2:13][S:14][CH2:15][C@H:16]([NH:24][C:25]([O:27][CH2:28][CH:29]1[C:41]2[CH:40]=[CH:39][CH:38]=[CH:37][C:36]=2[C:35]2[C:30]1=[CH:31][CH:32]=[CH:33][CH:34]=2)=[O:26])[C:17]([O:19]C(C)(C)C)=[O:18])(=[O:9])[CH2:2][CH2:3][CH2:4][CH2:5][CH2:6][CH2:7][CH3:8].C(O[C@H](COC(=O)CCCCCCCCCCC)CSC[C@@H](C(O)=O)NC(=O)OCC1C2C=CC=CC=2C2C1=CC=CC=2)(=O)CCCCCCCCCCC.